From a dataset of Forward reaction prediction with 1.9M reactions from USPTO patents (1976-2016). Predict the product of the given reaction. (1) Given the reactants [CH2:1]([N:5]([C:17]([C:19]1[C:28]([NH:29][C:30]([NH:32][C:33]2[C:38]([Cl:39])=[CH:37][CH:36]=[CH:35][C:34]=2[Cl:40])=[O:31])=[CH:27][C:26]2[C:21](=[CH:22][CH:23]=[CH:24][CH:25]=2)[CH:20]=1)=[O:18])[CH2:6][C:7]([O:9]CC1C=CC=CC=1)=[O:8])[CH2:2][CH2:3][CH3:4], predict the reaction product. The product is: [CH2:1]([N:5]([C:17]([C:19]1[C:28]([NH:29][C:30]([NH:32][C:33]2[C:34]([Cl:40])=[CH:35][CH:36]=[CH:37][C:38]=2[Cl:39])=[O:31])=[CH:27][C:26]2[C:21](=[CH:22][CH:23]=[CH:24][CH:25]=2)[CH:20]=1)=[O:18])[CH2:6][C:7]([OH:9])=[O:8])[CH2:2][CH2:3][CH3:4]. (2) Given the reactants [OH:1][C:2]1[C:9]([O:10][CH3:11])=[C:8]([O:12][CH3:13])[CH:7]=[CH:6][C:3]=1[CH:4]=O.[OH-].[K+].Cl[CH2:17][C:18](=[O:20])[CH3:19], predict the reaction product. The product is: [CH3:13][O:12][C:8]1[CH:7]=[CH:6][C:3]2[CH:4]=[C:17]([C:18](=[O:20])[CH3:19])[O:1][C:2]=2[C:9]=1[O:10][CH3:11]. (3) Given the reactants CS[C:3]1[N:8]=[C:7]([C:9]2[CH:14]=[CH:13][C:12]([Cl:15])=[CH:11][C:10]=2[Cl:16])[C:6]([C:17]2[CH:22]=[CH:21][C:20]([Cl:23])=[CH:19][CH:18]=2)=[CH:5][N:4]=1.[CH2:24]([OH:28])[CH2:25][CH2:26][CH3:27], predict the reaction product. The product is: [CH2:24]([O:28][C:3]1[N:8]=[C:7]([C:9]2[CH:14]=[CH:13][C:12]([Cl:15])=[CH:11][C:10]=2[Cl:16])[C:6]([C:17]2[CH:22]=[CH:21][C:20]([Cl:23])=[CH:19][CH:18]=2)=[CH:5][N:4]=1)[CH2:25][CH2:26][CH3:27]. (4) The product is: [Br:21][C:9]1[C:10]([CH3:20])=[N:11][N:12]([CH2:13][C:14]2[CH:19]=[CH:18][CH:17]=[CH:16][N:15]=2)[C:8]=1[C:5]1[CH:4]=[CH:3][C:2]([F:1])=[CH:7][CH:6]=1. Given the reactants [F:1][C:2]1[CH:7]=[CH:6][C:5]([C:8]2[N:12]([CH2:13][C:14]3[CH:19]=[CH:18][CH:17]=[CH:16][N:15]=3)[N:11]=[C:10]([CH3:20])[CH:9]=2)=[CH:4][CH:3]=1.[Br:21]N1C(=O)CCC1=O, predict the reaction product. (5) Given the reactants [CH3:1][O:2][C:3](=[O:11])[C@H:4]([CH2:6][C:7]([O:9][CH3:10])=[O:8])[NH2:5].C(N(CC)CC)C.[C:19](Cl)(=[O:26])[C:20]1[CH:25]=[CH:24][CH:23]=[CH:22][CH:21]=1, predict the reaction product. The product is: [C:19]([NH:5][C@@H:4]([CH2:6][C:7]([O:9][CH3:10])=[O:8])[C:3]([O:2][CH3:1])=[O:11])(=[O:26])[C:20]1[CH:25]=[CH:24][CH:23]=[CH:22][CH:21]=1. (6) Given the reactants [F:1][C:2]([F:22])([F:21])[C:3]([C:9]1[CH:14]=[CH:13][C:12]([N:15]2[CH2:20][CH2:19][NH:18][CH2:17][CH2:16]2)=[CH:11][CH:10]=1)([OH:8])[C:4]([F:7])([F:6])[F:5].C(N(CC)CC)C.[S:30]1[CH:34]=[CH:33][C:32]([S:35](Cl)(=[O:37])=[O:36])=[CH:31]1, predict the reaction product. The product is: [F:22][C:2]([F:1])([F:21])[C:3]([C:9]1[CH:10]=[CH:11][C:12]([N:15]2[CH2:20][CH2:19][N:18]([S:35]([C:32]3[CH:33]=[CH:34][S:30][CH:31]=3)(=[O:37])=[O:36])[CH2:17][CH2:16]2)=[CH:13][CH:14]=1)([OH:8])[C:4]([F:7])([F:6])[F:5]. (7) Given the reactants [ClH:1].Cl.[CH3:3][O:4][CH2:5][CH2:6][C@@H:7]1[NH:12][CH2:11][CH2:10][N:9]([C:13]2[C:22]3[CH:21]=[C:20]([CH3:23])[S:19][C:18]=3[NH:17][C:16]3[CH:24]=[CH:25][CH:26]=[CH:27][C:15]=3[N:14]=2)[CH2:8]1.[C:28]1(N)C(F)=C(F)C(F)=C(N)C=1F.Cl.Cl, predict the reaction product. The product is: [ClH:1].[ClH:1].[CH3:3][O:4][CH2:5][CH2:6][C@@H:7]1[N:12]([CH3:28])[CH2:11][CH2:10][N:9]([C:13]2[C:22]3[CH:21]=[C:20]([CH3:23])[S:19][C:18]=3[NH:17][C:16]3[CH:24]=[CH:25][CH:26]=[CH:27][C:15]=3[N:14]=2)[CH2:8]1.